Dataset: CYP1A2 inhibition data for predicting drug metabolism from PubChem BioAssay. Task: Regression/Classification. Given a drug SMILES string, predict its absorption, distribution, metabolism, or excretion properties. Task type varies by dataset: regression for continuous measurements (e.g., permeability, clearance, half-life) or binary classification for categorical outcomes (e.g., BBB penetration, CYP inhibition). Dataset: cyp1a2_veith. (1) The compound is CCC(=O)N[C@@H]1CCc2cccc(OC)c2C1. The result is 1 (inhibitor). (2) The compound is O=C(O)CSc1cc(C(F)(F)F)nc(-c2ccccn2)n1. The result is 0 (non-inhibitor). (3) The result is 0 (non-inhibitor). The drug is COC(=O)C(C)(C(=O)OC)c1ccc([N+](=O)[O-])cn1. (4) The drug is O=[N+]([O-])c1cccc(-c2nc(-c3ccncc3)no2)c1. The result is 1 (inhibitor).